Dataset: Catalyst prediction with 721,799 reactions and 888 catalyst types from USPTO. Task: Predict which catalyst facilitates the given reaction. (1) Reactant: C(OC(=O)[NH:7][CH:8]1[CH2:13][CH2:12][N:11]([C:14]2[N:15]=[N:16][C:17]([O:20][CH3:21])=[CH:18][CH:19]=2)[CH2:10][CH2:9]1)(C)(C)C.Cl.O1CCOCC1. Product: [CH3:21][O:20][C:17]1[N:16]=[N:15][C:14]([N:11]2[CH2:10][CH2:9][CH:8]([NH2:7])[CH2:13][CH2:12]2)=[CH:19][CH:18]=1. The catalyst class is: 36. (2) Reactant: [CH3:1][C:2]1[CH:3]=[C:4]([C:9]2[C:10]([C:15]([OH:17])=O)=[CH:11][CH:12]=[CH:13][CH:14]=2)[CH:5]=[CH:6][C:7]=1[CH3:8].CN(C(ON1N=NC2C=CC=CC1=2)=[N+](C)C)C.[B-](F)(F)(F)F.CCN(C(C)C)C(C)C.[C:49]([O:53][C:54]([NH:56][C@@H:57]1[CH2:62][CH2:61][CH2:60][NH:59][CH2:58]1)=[O:55])([CH3:52])([CH3:51])[CH3:50].Cl. Product: [C:49]([O:53][C:54](=[O:55])[NH:56][C@@H:57]1[CH2:62][CH2:61][CH2:60][N:59]([C:15]([C:10]2[C:9]([C:4]3[CH:5]=[CH:6][C:7]([CH3:8])=[C:2]([CH3:1])[CH:3]=3)=[CH:14][CH:13]=[CH:12][CH:11]=2)=[O:17])[CH2:58]1)([CH3:52])([CH3:50])[CH3:51]. The catalyst class is: 23. (3) Product: [Cl:1][C:2]1[CH:3]=[CH:4][C:5]([CH2:6][NH:7][C:8]([N:21]2[CH2:20][CH2:19][N:18]([CH2:17][C:16]3[CH:24]=[CH:25][C:13]([Cl:12])=[CH:14][CH:15]=3)[CH2:23][CH2:22]2)=[O:9])=[CH:10][CH:11]=1. The catalyst class is: 1. Reactant: [Cl:1][C:2]1[CH:11]=[CH:10][C:5]([CH2:6][N:7]=[C:8]=[O:9])=[CH:4][CH:3]=1.[Cl:12][C:13]1[CH:25]=[CH:24][C:16]([CH2:17][N:18]2[CH2:23][CH2:22][NH:21][CH2:20][CH2:19]2)=[CH:15][CH:14]=1. (4) Reactant: [C:1]([C:3]1[CH:4]=[C:5]([CH:19]=[C:20]([CH:24]([CH3:26])[CH3:25])[C:21]=1[O:22]C)[C:6]([N:8]1[C:12]2[CH:13]=[CH:14][CH:15]=[CH:16][C:11]=2[S:10](=[O:18])(=[O:17])[CH2:9]1)=[O:7])#[N:2].[Cl-].[Li+].Cl. Product: [C:1]([C:3]1[CH:4]=[C:5]([CH:19]=[C:20]([CH:24]([CH3:26])[CH3:25])[C:21]=1[OH:22])[C:6]([N:8]1[C:12]2[CH:13]=[CH:14][CH:15]=[CH:16][C:11]=2[S:10](=[O:18])(=[O:17])[CH2:9]1)=[O:7])#[N:2]. The catalyst class is: 9.